Task: Predict the reaction yield, written as a fraction of the theoretical maximum amount of product (1.0 means a 100% yield; for example, 0.34 means a 34% yield).. Dataset: Reaction yield outcomes from USPTO patents with 853,638 reactions The reactants are O.[CH2:2]([O:9][C:10]([NH:12][CH2:13][CH2:14][CH2:15][CH2:16][CH2:17][CH2:18][CH2:19][CH2:20][CH2:21][CH2:22][CH2:23][C:24]([O:26][CH2:27][C@H:28]([CH2:47][O:48]CC1C=CC(OC)=CC=1)[O:29][C:30](=[O:46])[CH2:31][CH2:32][CH2:33][CH2:34][CH2:35][CH2:36][CH2:37][CH2:38][CH2:39][CH2:40][CH2:41][CH2:42][CH2:43][CH2:44][CH3:45])=[O:25])=[O:11])[C:3]1[CH:8]=[CH:7][CH:6]=[CH:5][CH:4]=1.C(C1C(=O)C(Cl)=C(Cl)C(=O)C=1C#N)#N. The catalyst is C(Cl)Cl. The product is [CH2:2]([O:9][C:10]([NH:12][CH2:13][CH2:14][CH2:15][CH2:16][CH2:17][CH2:18][CH2:19][CH2:20][CH2:21][CH2:22][CH2:23][C:24]([O:26][CH2:27][C@H:28]([CH2:47][OH:48])[O:29][C:30](=[O:46])[CH2:31][CH2:32][CH2:33][CH2:34][CH2:35][CH2:36][CH2:37][CH2:38][CH2:39][CH2:40][CH2:41][CH2:42][CH2:43][CH2:44][CH3:45])=[O:25])=[O:11])[C:3]1[CH:4]=[CH:5][CH:6]=[CH:7][CH:8]=1. The yield is 0.910.